This data is from Forward reaction prediction with 1.9M reactions from USPTO patents (1976-2016). The task is: Predict the product of the given reaction. (1) Given the reactants [NH2:1][CH:2]([CH2:12][C:13]1[CH:18]=[CH:17][C:16]([C:19]([CH3:22])([CH3:21])[CH3:20])=[CH:15][CH:14]=1)[CH:3]([C:5]1[CH:10]=[CH:9][CH:8]=[C:7]([Cl:11])[CH:6]=1)[OH:4].[F:23][C:24]1[CH:33]=[CH:32][CH:31]=[C:30]2[C:25]=1[CH:26]=[CH:27][CH:28]=[C:29]2[C:34](O)=[O:35].Cl.C(N=C=NCCCN(C)C)C.O.ON1C2C=CC=CC=2N=N1, predict the reaction product. The product is: [C:19]([C:16]1[CH:15]=[CH:14][C:13]([CH2:12][CH:2]([NH:1][C:34]([C:29]2[C:30]3[C:25](=[C:24]([F:23])[CH:33]=[CH:32][CH:31]=3)[CH:26]=[CH:27][CH:28]=2)=[O:35])[CH:3]([C:5]2[CH:10]=[CH:9][CH:8]=[C:7]([Cl:11])[CH:6]=2)[OH:4])=[CH:18][CH:17]=1)([CH3:22])([CH3:21])[CH3:20]. (2) Given the reactants [Br:1][CH:2]([CH2:15][CH3:16])[C:3]([C:5]1[S:9][C:8]2[CH:10]=[CH:11][CH:12]=[C:13]([Cl:14])[C:7]=2[CH:6]=1)=O.[NH:17]1[CH2:21][CH2:20][NH:19][C:18]1=[S:22].C(O)C, predict the reaction product. The product is: [BrH:1].[Cl:14][C:13]1[C:7]2[CH:6]=[C:5]([C:3]3[N:19]4[CH2:20][CH2:21][N:17]=[C:18]4[S:22][C:2]=3[CH2:15][CH3:16])[S:9][C:8]=2[CH:10]=[CH:11][CH:12]=1. (3) Given the reactants [Cl:1][C:2]1[CH:3]=[C:4]([CH2:8][O:9][C:10]2[CH:11]=[CH:12][C:13]([CH3:30])=[C:14]([C:16]([NH:18][C:19]3[CH:24]=[CH:23][C:22]([CH2:25][C:26]([OH:28])=[O:27])=[CH:21][C:20]=3[CH3:29])=[O:17])[CH:15]=2)[CH:5]=[CH:6][CH:7]=1.[OH:31][CH2:32][C:33]([CH2:37][OH:38])([CH2:35][OH:36])[NH2:34], predict the reaction product. The product is: [OH:31][CH2:32][C:33]([CH2:37][OH:38])([CH2:35][OH:36])[NH2:34].[Cl:1][C:2]1[CH:3]=[C:4]([CH2:8][O:9][C:10]2[CH:11]=[CH:12][C:13]([CH3:30])=[C:14]([C:16]([NH:18][C:19]3[CH:24]=[CH:23][C:22]([CH2:25][C:26]([OH:28])=[O:27])=[CH:21][C:20]=3[CH3:29])=[O:17])[CH:15]=2)[CH:5]=[CH:6][CH:7]=1.